Dataset: Peptide-MHC class I binding affinity with 185,985 pairs from IEDB/IMGT. Task: Regression. Given a peptide amino acid sequence and an MHC pseudo amino acid sequence, predict their binding affinity value. This is MHC class I binding data. (1) The peptide sequence is TMMRHRREL. The MHC is BoLA-T2b with pseudo-sequence BoLA-T2b. The binding affinity (normalized) is 0.219. (2) The peptide sequence is AESICSYWL. The MHC is HLA-B39:01 with pseudo-sequence HLA-B39:01. The binding affinity (normalized) is 0.0847.